This data is from Forward reaction prediction with 1.9M reactions from USPTO patents (1976-2016). The task is: Predict the product of the given reaction. (1) Given the reactants [OH:1][C@H:2]1[CH2:6][C@@H:5]([CH2:7][Si](C)(C)C)[N:4]([C:12]([O:14][CH2:15][C:16]2[CH:21]=[CH:20][CH:19]=[CH:18][CH:17]=2)=[O:13])[C@H:3]1[CH3:22].CC(C)([O-])C.[K+].C1OCCOCCOCCOCCOCCOC1.O, predict the reaction product. The product is: [OH:1][C@H:2]1[CH2:6][C@@H:5]([CH3:7])[N:4]([C:12]([O:14][CH2:15][C:16]2[CH:21]=[CH:20][CH:19]=[CH:18][CH:17]=2)=[O:13])[C@H:3]1[CH3:22]. (2) Given the reactants O=[C:2]1[CH2:7][CH2:6][CH:5]([C:8]2[S:12][C:11]([C:13]([OH:15])=[O:14])=[N:10][CH:9]=2)[CH2:4][CH2:3]1.[NH:16]1[CH2:19][CH:18]([NH:20][C:21]([CH2:23][NH:24][C:25](=[O:36])[C:26]2[CH:31]=[CH:30][CH:29]=[C:28]([C:32]([F:35])([F:34])[F:33])[CH:27]=2)=[O:22])[CH2:17]1, predict the reaction product. The product is: [F:35][C:32]([F:33])([F:34])[C:28]1[CH:27]=[C:26]([CH:31]=[CH:30][CH:29]=1)[C:25]([NH:24][CH2:23][C:21]([NH:20][CH:18]1[CH2:19][N:16]([CH:2]2[CH2:7][CH2:6][CH:5]([C:8]3[S:12][C:11]([C:13]([OH:15])=[O:14])=[N:10][CH:9]=3)[CH2:4][CH2:3]2)[CH2:17]1)=[O:22])=[O:36]. (3) Given the reactants [CH2:1]([O:3][C:4]([C:6]1([C:9]2[CH:14]=[CH:13][C:12]([C:15]3[CH:20]=[CH:19][C:18]([C:21]4[O:25][N:24]=[C:23]([CH3:26])[C:22]=4[NH2:27])=[CH:17][CH:16]=3)=[CH:11][CH:10]=2)[CH2:8][CH2:7]1)=[O:5])[CH3:2].[Cl:28][C:29]1[CH:39]=[CH:38][CH:37]=[CH:36][C:30]=1[CH2:31][S:32](Cl)(=[O:34])=[O:33], predict the reaction product. The product is: [CH2:1]([O:3][C:4]([C:6]1([C:9]2[CH:10]=[CH:11][C:12]([C:15]3[CH:20]=[CH:19][C:18]([C:21]4[O:25][N:24]=[C:23]([CH3:26])[C:22]=4[NH:27][S:32]([CH2:31][C:30]4[CH:36]=[CH:37][CH:38]=[CH:39][C:29]=4[Cl:28])(=[O:33])=[O:34])=[CH:17][CH:16]=3)=[CH:13][CH:14]=2)[CH2:8][CH2:7]1)=[O:5])[CH3:2]. (4) Given the reactants [CH3:1][N:2]([CH2:4][CH2:5]OC(C1C=CC=CC=1)C1C=CC=CC=1)C.[CH2:20]([C:24]([OH:32])(C(O)=O)[CH2:25][C:26](O)=O)[C:21](O)=O.CN(CC[O:38]C(C1C=CC=CC=1)C1C=CC=CC=1)C.Cl, predict the reaction product. The product is: [CH3:5][C:4]([NH:2][C:1]1[CH:26]=[CH:25][C:24]([OH:32])=[CH:20][CH:21]=1)=[O:38]. (5) Given the reactants C[O:2][C:3](=[O:29])/[CH:4]=[CH:5]/[C:6]1[CH:11]=[C:10]([O:12][C:13]2[CH:18]=[CH:17][C:16]([NH:19][C:20](=[O:27])[C:21]3[CH:26]=[CH:25][CH:24]=[CH:23][CH:22]=3)=[CH:15][CH:14]=2)[CH:9]=[CH:8][C:7]=1[NH2:28].[CH2:30]([O:34][C:35]1[CH:40]=[CH:39][C:38]([S:41](Cl)(=[O:43])=[O:42])=[CH:37][CH:36]=1)[CH2:31][CH2:32][CH3:33], predict the reaction product. The product is: [C:20]([NH:19][C:16]1[CH:17]=[CH:18][C:13]([O:12][C:10]2[CH:9]=[CH:8][C:7]([NH:28][S:41]([C:38]3[CH:39]=[CH:40][C:35]([O:34][CH2:30][CH2:31][CH2:32][CH3:33])=[CH:36][CH:37]=3)(=[O:43])=[O:42])=[C:6](/[CH:5]=[CH:4]/[C:3]([OH:29])=[O:2])[CH:11]=2)=[CH:14][CH:15]=1)(=[O:27])[C:21]1[CH:22]=[CH:23][CH:24]=[CH:25][CH:26]=1. (6) Given the reactants [Br:1][C:2]1[CH:3]=[C:4]2[C:9](=[CH:10][CH:11]=1)[NH:8][C:7](=[O:12])[CH2:6][CH2:5]2.[CH3:13]C([O-])(C)C.[K+].CI, predict the reaction product. The product is: [Br:1][C:2]1[CH:3]=[C:4]2[C:9](=[CH:10][CH:11]=1)[N:8]([CH3:13])[C:7](=[O:12])[CH2:6][CH2:5]2. (7) Given the reactants [N:1]1[CH:6]=[CH:5][CH:4]=[CH:3][C:2]=1[N:7]1[CH2:12][CH2:11][NH:10][CH2:9][CH2:8]1.[F:13][C:14]1[CH:19]=[CH:18][C:17]([NH:20][C:21](=[O:24])[CH2:22]Cl)=[CH:16][CH:15]=1.C(=O)([O-])[O-].[Na+].[Na+], predict the reaction product. The product is: [F:13][C:14]1[CH:15]=[CH:16][C:17]([NH:20][C:21](=[O:24])[CH2:22][N:10]2[CH2:9][CH2:8][N:7]([C:2]3[CH:3]=[CH:4][CH:5]=[CH:6][N:1]=3)[CH2:12][CH2:11]2)=[CH:18][CH:19]=1. (8) Given the reactants [O:1]=[C:2]([CH2:20][CH3:21])[C:3](=[N:8][NH:9][C:10]1[CH:15]=[CH:14][CH:13]=[C:12]([C:16]([F:19])([F:18])[F:17])[CH:11]=1)[C:4]([O:6][CH3:7])=[O:5].[CH3:22]OC(OC)N(C)C, predict the reaction product. The product is: [CH3:21][C:20]1[C:2](=[O:1])[C:3]([C:4]([O:6][CH3:7])=[O:5])=[N:8][N:9]([C:10]2[CH:15]=[CH:14][CH:13]=[C:12]([C:16]([F:17])([F:18])[F:19])[CH:11]=2)[CH:22]=1. (9) The product is: [C:2]([C:6]1[N:11]=[CH:10][C:9]([C:12]2[N:13]([C:33]([N:35]3[CH2:40][CH2:39][N:38]([CH2:41][C:42]([NH:54][C:50]4[CH:49]=[N:48][CH:53]=[CH:52][CH:51]=4)=[O:43])[CH2:37][CH2:36]3)=[O:34])[C@@:14]([C:26]3[CH:27]=[CH:28][C:29]([Cl:32])=[CH:30][CH:31]=3)([CH3:25])[C@@:15]([C:18]3[CH:19]=[CH:20][C:21]([Cl:24])=[CH:22][CH:23]=3)([CH3:17])[N:16]=2)=[C:8]([O:45][CH2:46][CH3:47])[CH:7]=1)([CH3:3])([CH3:4])[CH3:5]. Given the reactants Cl.[C:2]([C:6]1[N:11]=[CH:10][C:9]([C:12]2[N:13]([C:33]([N:35]3[CH2:40][CH2:39][N:38]([CH2:41][C:42](O)=[O:43])[CH2:37][CH2:36]3)=[O:34])[C@@:14]([C:26]3[CH:31]=[CH:30][C:29]([Cl:32])=[CH:28][CH:27]=3)([CH3:25])[C@@:15]([C:18]3[CH:23]=[CH:22][C:21]([Cl:24])=[CH:20][CH:19]=3)([CH3:17])[N:16]=2)=[C:8]([O:45][CH2:46][CH3:47])[CH:7]=1)([CH3:5])([CH3:4])[CH3:3].[N:48]1[CH:53]=[CH:52][CH:51]=[C:50]([NH2:54])[CH:49]=1, predict the reaction product. (10) Given the reactants [F:1][C:2]([F:10])([F:9])[C:3]1([C:6](O)=[O:7])[CH2:5][CH2:4]1.B.C1COCC1, predict the reaction product. The product is: [F:1][C:2]([F:10])([F:9])[C:3]1([CH2:6][OH:7])[CH2:5][CH2:4]1.